Dataset: Full USPTO retrosynthesis dataset with 1.9M reactions from patents (1976-2016). Task: Predict the reactants needed to synthesize the given product. (1) Given the product [F:17][C:18]([F:31])([F:30])[S:19]([O:9][C:3]1[C:2]([F:1])=[CH:7][CH:6]=[C:5]([F:8])[N:4]=1)(=[O:21])=[O:20], predict the reactants needed to synthesize it. The reactants are: [F:1][C:2]1[C:3]([OH:9])=[N:4][C:5]([F:8])=[CH:6][CH:7]=1.C(N(CC)CC)C.[F:17][C:18]([F:31])([F:30])[S:19](O[S:19]([C:18]([F:31])([F:30])[F:17])(=[O:21])=[O:20])(=[O:21])=[O:20]. (2) Given the product [C:1]([C:3]1([C:4]2[CH:5]=[C:6]([CH:11]=[CH:12][CH:13]=2)[C:7]([O:9][CH3:10])=[O:8])[CH2:21][CH2:20][O:19][CH2:18][CH2:17]1)#[N:2], predict the reactants needed to synthesize it. The reactants are: [C:1]([CH2:3][C:4]1[CH:5]=[C:6]([CH:11]=[CH:12][CH:13]=1)[C:7]([O:9][CH3:10])=[O:8])#[N:2].[H-].[Na+].Br[CH2:17][CH2:18][O:19][CH2:20][CH2:21]Br. (3) The reactants are: [NH2:1][C:2]1[S:3][C:4]2[C:9]([NH:10][C@H:11]([CH2:14][CH:15]([CH3:17])[CH3:16])[CH2:12][OH:13])=[N:8][C:7]([SH:18])=[N:6][C:5]=2[N:19]=1.Cl[C@@H:21]([C:23]1[CH:28]=[CH:27][C:26]([F:29])=[CH:25][N:24]=1)[CH3:22]. Given the product [NH2:1][C:2]1[S:3][C:4]2[C:9]([NH:10][C@H:11]([CH2:14][CH:15]([CH3:16])[CH3:17])[CH2:12][OH:13])=[N:8][C:7]([S:18][C@H:21]([C:23]3[CH:28]=[CH:27][C:26]([F:29])=[CH:25][N:24]=3)[CH3:22])=[N:6][C:5]=2[N:19]=1, predict the reactants needed to synthesize it. (4) Given the product [CH:1]1([C:4]2[CH:5]=[CH:6][C:7]([F:17])=[C:8]3[C:12]=2[N:11]([CH2:19][C:20]2[CH:25]=[CH:24][C:23]([C:26]4[CH:27]=[N:28][N:29]([CH3:31])[CH:30]=4)=[CH:22][C:21]=2[F:32])[CH:10]=[C:9]3[C:13]([OH:15])=[O:14])[CH2:3][CH2:2]1, predict the reactants needed to synthesize it. The reactants are: [CH:1]1([C:4]2[CH:5]=[CH:6][C:7]([F:17])=[C:8]3[C:12]=2[NH:11][CH:10]=[C:9]3[C:13]([O:15]C)=[O:14])[CH2:3][CH2:2]1.Cl[CH2:19][C:20]1[CH:25]=[CH:24][C:23]([C:26]2[CH:27]=[N:28][N:29]([CH3:31])[CH:30]=2)=[CH:22][C:21]=1[F:32]. (5) Given the product [CH3:1][N:2]1[CH2:9][C:8]2[S:7][C:6]([C:15]([O-:17])=[O:16])=[N:5][C:4]=2[CH2:3]1.[Li+:14], predict the reactants needed to synthesize it. The reactants are: [CH3:1][N:2]1[CH2:9][C:8]2[S:7][CH:6]=[N:5][C:4]=2[CH2:3]1.C([Li:14])(C)(C)C.[C:15](=[O:17])=[O:16].